This data is from Full USPTO retrosynthesis dataset with 1.9M reactions from patents (1976-2016). The task is: Predict the reactants needed to synthesize the given product. Given the product [C:26]([OH:28])(=[O:27])/[CH:25]=[CH:33]\[C:32]([OH:35])=[O:34].[S:1]1[C:5]2[CH:6]=[CH:7][C:8]([CH2:10][CH2:11][O:12][CH2:13][CH2:14][CH2:15][N:17]3[CH2:20][CH:19]([OH:21])[CH2:18]3)=[CH:9][C:4]=2[CH:3]=[CH:2]1, predict the reactants needed to synthesize it. The reactants are: [S:1]1[C:5]2[CH:6]=[CH:7][C:8]([CH2:10][CH2:11][O:12][CH2:13][CH2:14][C:15]([N:17]3[CH2:20][CH:19]([OH:21])[CH2:18]3)=O)=[CH:9][C:4]=2[CH:3]=[CH:2]1.[BH4-].[Na+].F[C:25](F)(F)[C:26]([OH:28])=[O:27].Cl.[C:32]([O:35]CC)(=[O:34])[CH3:33].